The task is: Predict the reactants needed to synthesize the given product.. This data is from Full USPTO retrosynthesis dataset with 1.9M reactions from patents (1976-2016). (1) Given the product [CH2:18]([N:6]1[C:5]2[CH:10]=[CH:11][C:2]([CH3:1])=[CH:3][C:4]=2[O:8][C:7]1=[O:9])[C:19]1[CH:24]=[CH:23][CH:22]=[CH:21][CH:20]=1, predict the reactants needed to synthesize it. The reactants are: [CH3:1][C:2]1[CH:11]=[CH:10][C:5]2[NH:6][C:7](=[O:9])[O:8][C:4]=2[CH:3]=1.C([O-])([O-])=O.[K+].[K+].[CH2:18](Br)[C:19]1[CH:24]=[CH:23][CH:22]=[CH:21][CH:20]=1. (2) Given the product [CH2:20]([C:14]1[N:15]([CH2:16][CH:17]([CH3:19])[CH3:18])[C:6]2[C:5]3[CH:4]=[CH:3][C:2]([C:24]4[CH:29]=[CH:28][CH:27]=[CH:26][CH:25]=4)=[CH:11][C:10]=3[N:9]=[C:8]([NH2:12])[C:7]=2[N:13]=1)[CH2:21][CH2:22][CH3:23], predict the reactants needed to synthesize it. The reactants are: Br[C:2]1[CH:3]=[CH:4][C:5]2[C:6]3[N:15]([CH2:16][CH:17]([CH3:19])[CH3:18])[C:14]([CH2:20][CH2:21][CH2:22][CH3:23])=[N:13][C:7]=3[C:8]([NH2:12])=[N:9][C:10]=2[CH:11]=1.[C:24]1(B(O)O)[CH:29]=[CH:28][CH:27]=[CH:26][CH:25]=1.